From a dataset of Peptide-MHC class I binding affinity with 185,985 pairs from IEDB/IMGT. Regression. Given a peptide amino acid sequence and an MHC pseudo amino acid sequence, predict their binding affinity value. This is MHC class I binding data. The peptide sequence is GTEYRLTLY. The MHC is HLA-A02:11 with pseudo-sequence HLA-A02:11. The binding affinity (normalized) is 0.0847.